From a dataset of Forward reaction prediction with 1.9M reactions from USPTO patents (1976-2016). Predict the product of the given reaction. (1) Given the reactants Br[C:2]1[N:3]([C:8]2[CH:13]=[C:12]([O:14][CH:15]([F:17])[F:16])[CH:11]=[C:10]([O:18][CH3:19])[C:9]=2[N+:20]([O-:22])=[O:21])[CH:4]=[C:5]([CH3:7])[N:6]=1.[CH3:23][O:24][C:25]1[CH:26]=[C:27](B(O)O)[CH:28]=[N:29][CH:30]=1.O1CCOCC1.C(=O)([O-])[O-].[K+].[K+], predict the reaction product. The product is: [F:16][CH:15]([F:17])[O:14][C:12]1[CH:11]=[C:10]([O:18][CH3:19])[C:9]([N+:20]([O-:22])=[O:21])=[C:8]([N:3]2[CH:4]=[C:5]([CH3:7])[N:6]=[C:2]2[C:27]2[CH:28]=[N:29][CH:30]=[C:25]([O:24][CH3:23])[CH:26]=2)[CH:13]=1. (2) Given the reactants [F:1][C:2]1[CH:10]=[C:9]2[C:5]([CH2:6][CH2:7][NH:8]2)=[CH:4][C:3]=1[C:11]#[C:12][CH2:13][CH2:14][CH2:15][OH:16].C(N(C(C)C)C(C)C)C.Cl[C:27]([O:29][C:30]1[CH:35]=[CH:34][C:33]([Cl:36])=[CH:32][CH:31]=1)=[O:28].O, predict the reaction product. The product is: [Cl:36][C:33]1[CH:34]=[CH:35][C:30]([O:29][C:27]([N:8]2[C:9]3[C:5](=[CH:4][C:3]([C:11]#[C:12][CH2:13][CH2:14][CH2:15][OH:16])=[C:2]([F:1])[CH:10]=3)[CH2:6][CH2:7]2)=[O:28])=[CH:31][CH:32]=1. (3) Given the reactants [C:1]1(=O)[CH2:6][CH2:5][CH2:4][CH2:3][C:2]1=[O:7].[NH2:9][C@H:10]1[CH2:15][CH2:14][CH2:13][CH2:12][C@H:11]1[OH:16], predict the reaction product. The product is: [OH:16][C@H:11]1[CH2:12][CH2:13][CH2:14][CH2:15][C@H:10]1[NH:9][C:6]1[CH2:5][CH2:4][CH2:3][C:2](=[O:7])[CH:1]=1. (4) Given the reactants [F:1][C:2]1[CH:10]=[C:9]2[C:5]([C:6]([C:12]3[N:13]=[C:14]4[C:20]([C:21](O)=[O:22])=[CH:19][NH:18][C:15]4=[N:16][CH:17]=3)=[N:7][N:8]2[CH3:11])=[CH:4][CH:3]=1.CCN(C(C)C)C(C)C.CCN=C=NCCCN(C)C.[NH2:44][C:45]1([CH3:56])[CH2:48][N:47]([C:49]([O:51][C:52]([CH3:55])([CH3:54])[CH3:53])=[O:50])[CH2:46]1, predict the reaction product. The product is: [F:1][C:2]1[CH:10]=[C:9]2[C:5]([C:6]([C:12]3[N:13]=[C:14]4[C:20]([C:21]([NH:44][C:45]5([CH3:56])[CH2:48][N:47]([C:49]([O:51][C:52]([CH3:55])([CH3:54])[CH3:53])=[O:50])[CH2:46]5)=[O:22])=[CH:19][NH:18][C:15]4=[N:16][CH:17]=3)=[N:7][N:8]2[CH3:11])=[CH:4][CH:3]=1. (5) Given the reactants [S:1]1[CH:5]=[CH:4][N:3]=[CH:2]1.[Li]CCCC.Cl[C:12]1[N:21]=[CH:20][C:19]2[N:18]([CH3:22])[C:17](=[O:23])[C@@H:16]([CH2:24][CH3:25])[N:15]([CH:26]3[CH2:30][CH2:29][CH2:28][CH2:27]3)[C:14]=2[N:13]=1, predict the reaction product. The product is: [CH:26]1([N:15]2[C:14]3[N:13]=[C:12]([C:2]4[S:1][CH:5]=[CH:4][N:3]=4)[N:21]=[CH:20][C:19]=3[N:18]([CH3:22])[C:17](=[O:23])[C@H:16]2[CH2:24][CH3:25])[CH2:27][CH2:28][CH2:29][CH2:30]1. (6) The product is: [Cl:1][C:2]1[CH:3]=[C:4]([C:29]([OH:31])=[O:30])[C:5]([C:8]2[CH:13]=[CH:12][C:11]([Cl:14])=[C:10]([C:15]([NH:17][CH2:18][C:19]34[CH2:26][CH:25]5[CH2:24][CH:23]([CH2:22][CH:21]([CH2:27]5)[CH2:20]3)[CH2:28]4)=[O:16])[CH:9]=2)=[CH:6][CH:7]=1. Given the reactants [Cl:1][C:2]1[CH:3]=[C:4]([C:29]([O:31]C)=[O:30])[C:5]([C:8]2[CH:13]=[CH:12][C:11]([Cl:14])=[C:10]([C:15]([NH:17][CH2:18][C:19]34[CH2:28][CH:23]5[CH2:24][CH:25]([CH2:27][CH:21]([CH2:22]5)[CH2:20]3)[CH2:26]4)=[O:16])[CH:9]=2)=[CH:6][CH:7]=1.[OH-].[K+].CO, predict the reaction product.